The task is: Regression. Given two drug SMILES strings and cell line genomic features, predict the synergy score measuring deviation from expected non-interaction effect.. This data is from Merck oncology drug combination screen with 23,052 pairs across 39 cell lines. (1) Drug 1: CC(=O)OC1C(=O)C2(C)C(O)CC3OCC3(OC(C)=O)C2C(OC(=O)c2ccccc2)C2(O)CC(OC(=O)C(O)C(NC(=O)c3ccccc3)c3ccccc3)C(C)=C1C2(C)C. Drug 2: CCN(CC)CCNC(=O)c1c(C)[nH]c(C=C2C(=O)Nc3ccc(F)cc32)c1C. Cell line: NCIH2122. Synergy scores: synergy=-11.4. (2) Drug 1: O=S1(=O)NC2(CN1CC(F)(F)F)C1CCC2Cc2cc(C=CCN3CCC(C(F)(F)F)CC3)ccc2C1. Drug 2: CCC1(O)CC2CN(CCc3c([nH]c4ccccc34)C(C(=O)OC)(c3cc4c(cc3OC)N(C)C3C(O)(C(=O)OC)C(OC(C)=O)C5(CC)C=CCN6CCC43C65)C2)C1. Cell line: SKOV3. Synergy scores: synergy=60.5. (3) Drug 1: COC1=C2CC(C)CC(OC)C(O)C(C)C=C(C)C(OC(N)=O)C(OC)C=CC=C(C)C(=O)NC(=CC1=O)C2=O. Drug 2: CCc1cnn2c(NCc3ccc[n+]([O-])c3)cc(N3CCCCC3CCO)nc12. Cell line: NCIH520. Synergy scores: synergy=7.06. (4) Drug 1: CS(=O)(=O)CCNCc1ccc(-c2ccc3ncnc(Nc4ccc(OCc5cccc(F)c5)c(Cl)c4)c3c2)o1. Drug 2: C#Cc1cccc(Nc2ncnc3cc(OCCOC)c(OCCOC)cc23)c1. Cell line: NCIH460. Synergy scores: synergy=-2.92. (5) Drug 1: NC(=O)c1cccc2cn(-c3ccc(C4CCCNC4)cc3)nc12. Drug 2: NC1(c2ccc(-c3nc4ccn5c(=O)[nH]nc5c4cc3-c3ccccc3)cc2)CCC1. Cell line: NCIH23. Synergy scores: synergy=15.8. (6) Drug 1: N#Cc1ccc(Cn2cncc2CN2CCN(c3cccc(Cl)c3)C(=O)C2)cc1. Drug 2: NC1CCCCC1N.O=C(O)C(=O)O.[Pt+2]. Cell line: NCIH1650. Synergy scores: synergy=4.44. (7) Drug 1: CN(Cc1cnc2nc(N)nc(N)c2n1)c1ccc(C(=O)NC(CCC(=O)O)C(=O)O)cc1. Drug 2: NC(=O)c1cccc2cn(-c3ccc(C4CCCNC4)cc3)nc12. Cell line: A2780. Synergy scores: synergy=-8.90. (8) Drug 1: CCC1(O)CC2CN(CCc3c([nH]c4ccccc34)C(C(=O)OC)(c3cc4c(cc3OC)N(C)C3C(O)(C(=O)OC)C(OC(C)=O)C5(CC)C=CCN6CCC43C65)C2)C1. Drug 2: O=C(NOCC(O)CO)c1ccc(F)c(F)c1Nc1ccc(I)cc1F. Cell line: A375. Synergy scores: synergy=-1.73. (9) Drug 1: Cn1c(=O)n(-c2ccc(C(C)(C)C#N)cc2)c2c3cc(-c4cnc5ccccc5c4)ccc3ncc21. Drug 2: CCc1c2c(nc3ccc(O)cc13)-c1cc3c(c(=O)n1C2)COC(=O)C3(O)CC. Cell line: UACC62. Synergy scores: synergy=11.4. (10) Synergy scores: synergy=13.1. Drug 2: CC(C)CC(NC(=O)C(Cc1ccccc1)NC(=O)c1cnccn1)B(O)O. Drug 1: CS(=O)(=O)CCNCc1ccc(-c2ccc3ncnc(Nc4ccc(OCc5cccc(F)c5)c(Cl)c4)c3c2)o1. Cell line: HCT116.